This data is from Reaction yield outcomes from USPTO patents with 853,638 reactions. The task is: Predict the reaction yield, written as a fraction of the theoretical maximum amount of product (1.0 means a 100% yield; for example, 0.34 means a 34% yield). The reactants are [F:1][C:2]([F:23])([F:22])[CH:3]([CH:9]1[CH2:14][CH2:13][N:12](C(OC(C)(C)C)=O)[CH2:11][CH2:10]1)[O:4][Si](C)(C)C.[ClH:24].CCOCC. The catalyst is C(Cl)Cl.CO. The product is [ClH:24].[F:23][C:2]([F:1])([F:22])[CH:3]([CH:9]1[CH2:10][CH2:11][NH:12][CH2:13][CH2:14]1)[OH:4]. The yield is 0.840.